This data is from Peptide-MHC class II binding affinity with 134,281 pairs from IEDB. The task is: Regression. Given a peptide amino acid sequence and an MHC pseudo amino acid sequence, predict their binding affinity value. This is MHC class II binding data. (1) The peptide sequence is STKATRYLVKTESWILR. The MHC is DRB1_0301 with pseudo-sequence DRB1_0301. The binding affinity (normalized) is 0.216. (2) The peptide sequence is YDKFKANVSTVLTGK. The MHC is DRB1_1101 with pseudo-sequence DRB1_1101. The binding affinity (normalized) is 0.397. (3) The peptide sequence is YDKPLANVSTVLTGK. The MHC is DRB1_0101 with pseudo-sequence DRB1_0101. The binding affinity (normalized) is 0.426. (4) The peptide sequence is SGRVTRDSRRLRRIC. The MHC is DRB3_0101 with pseudo-sequence DRB3_0101. The binding affinity (normalized) is 0.479. (5) The peptide sequence is EDDLLNRNNTFKPFA. The MHC is DRB1_1602 with pseudo-sequence DRB1_1602. The binding affinity (normalized) is 0.673. (6) The peptide sequence is EKKYFAATVFEPLAA. The MHC is HLA-DPA10301-DPB10402 with pseudo-sequence HLA-DPA10301-DPB10402. The binding affinity (normalized) is 0.980. (7) The peptide sequence is TPALGKDTVAVSGKWY. The MHC is DRB1_1301 with pseudo-sequence DRB1_1301. The binding affinity (normalized) is 0.